This data is from Full USPTO retrosynthesis dataset with 1.9M reactions from patents (1976-2016). The task is: Predict the reactants needed to synthesize the given product. (1) Given the product [F:1][C:2]1[CH:11]=[C:10]2[C:5]([CH:6]=[CH:7][CH:8]=[N:9]2)=[CH:4][C:3]=1[CH2:12][C:13]1[N:17]2[N:18]=[C:19]([C:22]3[CH:23]=[N:24][N:25]([CH:27]4[CH2:32][CH2:31][N:30]([C:40](=[O:42])[CH3:41])[CH2:29][CH2:28]4)[CH:26]=3)[CH:20]=[CH:21][C:16]2=[N:15][CH:14]=1, predict the reactants needed to synthesize it. The reactants are: [F:1][C:2]1[CH:11]=[C:10]2[C:5]([CH:6]=[CH:7][CH:8]=[N:9]2)=[CH:4][C:3]=1[CH2:12][C:13]1[N:17]2[N:18]=[C:19]([C:22]3[CH:23]=[N:24][N:25]([CH:27]4[CH2:32][CH2:31][NH:30][CH2:29][CH2:28]4)[CH:26]=3)[CH:20]=[CH:21][C:16]2=[N:15][CH:14]=1.C(N(CC)CC)C.[C:40](Cl)(=[O:42])[CH3:41]. (2) Given the product [CH2:1]([O:8][C:9]([C:11]1[C:19]2[C:14](=[CH:15][CH:16]=[C:17]([O:20][C:21]([C:24](=[O:26])[N:30]([CH2:31][CH3:32])[CH2:28][CH3:29])([CH3:22])[CH3:23])[CH:18]=2)[NH:13][C:12]=1[CH3:27])=[O:10])[C:2]1[CH:3]=[CH:4][CH:5]=[CH:6][CH:7]=1, predict the reactants needed to synthesize it. The reactants are: [CH2:1]([O:8][C:9]([C:11]1[C:19]2[C:14](=[CH:15][CH:16]=[C:17]([O:20][C:21]([C:24]([OH:26])=O)([CH3:23])[CH3:22])[CH:18]=2)[NH:13][C:12]=1[CH3:27])=[O:10])[C:2]1[CH:7]=[CH:6][CH:5]=[CH:4][CH:3]=1.[CH2:28]([NH:30][CH2:31][CH3:32])[CH3:29].CN(C(ON1N=NC2C=CC=CC1=2)=[N+](C)C)C.F[P-](F)(F)(F)(F)F.CCCCCC.C(OCC)(=O)C. (3) Given the product [CH:1]1[C:10]2[C:5](=[C:6]([C:11]3[CH:12]=[C:13]4[C:18](=[CH:19][CH:20]=3)[C:17]([C:21]([NH:24][C:25]3[S:26][CH:27]=[CH:28][N:29]=3)=[O:23])=[CH:16][CH:15]=[CH:14]4)[CH:7]=[CH:8][CH:9]=2)[CH:4]=[CH:3][N:2]=1, predict the reactants needed to synthesize it. The reactants are: [CH:1]1[C:10]2[C:5](=[C:6]([C:11]3[CH:12]=[C:13]4[C:18](=[CH:19][CH:20]=3)[C:17]([C:21]([OH:23])=O)=[CH:16][CH:15]=[CH:14]4)[CH:7]=[CH:8][CH:9]=2)[CH:4]=[CH:3][N:2]=1.[NH2:24][C:25]1[S:26][CH:27]=[CH:28][N:29]=1.CCN(C(C)C)C(C)C.CN(C(ON1N=NC2C=CC=NC1=2)=[N+](C)C)C.F[P-](F)(F)(F)(F)F. (4) Given the product [F:16][C:17]1[CH:18]=[C:19]2[C:24](=[C:25]([N:27]3[CH2:28][CH2:29][N:30]([CH3:33])[CH2:31][CH2:32]3)[CH:26]=1)[O:23][CH:22]([C:34]([NH:12][C:11]1[CH:13]=[CH:14][C:8]([N:5]3[CH2:4][CH2:3][N:2]([CH3:1])[CH2:7][CH2:6]3)=[CH:9][CH:10]=1)=[O:35])[CH2:21][CH2:20]2, predict the reactants needed to synthesize it. The reactants are: [CH3:1][N:2]1[CH2:7][CH2:6][N:5]([C:8]2[CH:14]=[CH:13][C:11]([NH2:12])=[CH:10][CH:9]=2)[CH2:4][CH2:3]1.Cl.[F:16][C:17]1[CH:18]=[C:19]2[C:24](=[C:25]([N:27]3[CH2:32][CH2:31][N:30]([CH3:33])[CH2:29][CH2:28]3)[CH:26]=1)[O:23][CH:22]([C:34](O)=[O:35])[CH2:21][CH2:20]2. (5) Given the product [CH2:19]([N:8]([CH2:1][C:2]1[CH:7]=[CH:6][CH:5]=[CH:4][CH:3]=1)[C:9]1[CH:14]=[CH:13][CH:12]=[C:11]([NH2:15])[C:10]=1[CH3:18])[C:20]1[CH:21]=[CH:22][CH:23]=[CH:24][CH:25]=1, predict the reactants needed to synthesize it. The reactants are: [CH2:1]([N:8]([CH2:19][C:20]1[CH:25]=[CH:24][CH:23]=[CH:22][CH:21]=1)[C:9]1[CH:14]=[CH:13][CH:12]=[C:11]([N+:15]([O-])=O)[C:10]=1[CH3:18])[C:2]1[CH:7]=[CH:6][CH:5]=[CH:4][CH:3]=1.